From a dataset of Catalyst prediction with 721,799 reactions and 888 catalyst types from USPTO. Predict which catalyst facilitates the given reaction. (1) Reactant: [OH:1][NH:2][C:3](=[O:22])[CH:4]=[CH:5][CH2:6][CH2:7][CH2:8][CH2:9][CH:10]([OH:21])[C:11]1[CH:20]=[CH:19][C:18]2[C:13](=[CH:14][CH:15]=[CH:16][CH:17]=2)[CH:12]=1.[BH4-].[Na+]. Product: [OH:1][NH:2][C:3](=[O:22])[CH2:4][CH2:5][CH2:6][CH2:7][CH2:8][CH2:9][CH:10]([OH:21])[C:11]1[CH:20]=[CH:19][C:18]2[C:13](=[CH:14][CH:15]=[CH:16][CH:17]=2)[CH:12]=1. The catalyst class is: 5. (2) Reactant: Br[C:2]1[C:7]([CH3:8])=[CH:6][CH:5]=[CH:4][C:3]=1[C:9]([N:11]1[CH2:15][CH2:14][CH2:13][CH2:12]1)=[O:10].[CH2:16]([CH:18]1[CH2:23][N:22]([C:24]2[C:25]([NH:43]CC3C=CC(OC)=CC=3)=[N:26][C:27]3[C:32]([CH:33]=2)=[CH:31][C:30](B2OC(C)(C)C(C)(C)O2)=[CH:29][CH:28]=3)[CH2:21][CH2:20][O:19]1)[CH3:17].P([O-])([O-])([O-])=O.[K+].[K+].[K+].C(O)(C(F)(F)F)=O. Product: [NH2:43][C:25]1[C:24]([N:22]2[CH2:21][CH2:20][O:19][CH:18]([CH2:16][CH3:17])[CH2:23]2)=[CH:33][C:32]2[C:27](=[CH:28][CH:29]=[C:30]([C:2]3[C:7]([CH3:8])=[CH:6][CH:5]=[CH:4][C:3]=3[C:9]([N:11]3[CH2:15][CH2:14][CH2:13][CH2:12]3)=[O:10])[CH:31]=2)[N:26]=1. The catalyst class is: 110. (3) Reactant: BrC1C=CC([NH:8][C:9]2[N:14]=[C:13](Cl)[N:12]=[C:11]([C:16]3[CH:21]=[C:20]([Cl:22])[CH:19]=[CH:18][C:17]=3[CH3:23])[N:10]=2)=CC=1.[CH2:24]([Mg]Br)[CH3:25]. Product: [Cl:22][C:20]1[CH:19]=[CH:18][C:17]([CH3:23])=[C:16]([C:11]2[N:12]=[C:13]([CH2:24][CH3:25])[N:14]=[C:9]([NH2:8])[N:10]=2)[CH:21]=1. The catalyst class is: 7.